From a dataset of Forward reaction prediction with 1.9M reactions from USPTO patents (1976-2016). Predict the product of the given reaction. Given the reactants [CH3:1][O:2][C:3]([NH:5][C@H:6]([C:20]([NH:22][CH2:23][CH2:24][CH:25]([F:47])[CH2:26][C@@H:27]([C:42](OCC)=[O:43])[N:28]([S:32]([C:35]1[CH:40]=[CH:39][C:38]([NH2:41])=[CH:37][CH:36]=1)(=[O:34])=[O:33])[CH:29]([CH3:31])[CH3:30])=[O:21])[CH:7]([C:14]1[CH:19]=[CH:18][CH:17]=[CH:16][CH:15]=1)[C:8]1[CH:13]=[CH:12][CH:11]=[CH:10][CH:9]=1)=[O:4].[BH4-].[Li+].CO.O, predict the reaction product. The product is: [NH2:41][C:38]1[CH:37]=[CH:36][C:35]([S:32]([N:28]([CH:29]([CH3:31])[CH3:30])[C@H:27]([CH2:42][OH:43])[CH2:26][CH:25]([F:47])[CH2:24][CH2:23][NH:22][C:20](=[O:21])[C@H:6]([CH:7]([C:8]2[CH:13]=[CH:12][CH:11]=[CH:10][CH:9]=2)[C:14]2[CH:15]=[CH:16][CH:17]=[CH:18][CH:19]=2)[NH:5][C:3]([O:2][CH3:1])=[O:4])(=[O:33])=[O:34])=[CH:40][CH:39]=1.